From a dataset of Reaction yield outcomes from USPTO patents with 853,638 reactions. Predict the reaction yield, written as a fraction of the theoretical maximum amount of product (1.0 means a 100% yield; for example, 0.34 means a 34% yield). (1) The reactants are [O:1]=[C:2]1[CH2:7][CH2:6][S:5][CH2:4][CH2:3]1.Cl.[NH2:9]O.C(=O)([O-])[O-].[K+].[K+].[C:17]1([CH3:27])C=CC(S(Cl)(=O)=O)=CC=1.[O-:28][CH2:29][CH3:30].[K+]. The catalyst is C(O)C.C(OCC)(=O)C.O. The product is [NH2:9][C:3]1[C:2]([O:28][CH2:29][CH3:30])([O:1][CH2:17][CH3:27])[CH:7]=[CH:6][S:5][CH:4]=1. The yield is 0.560. (2) The catalyst is C1COCC1. The product is [CH3:1][C:2]1([C:17]([O:19][CH3:20])=[O:18])[CH2:6][CH2:5][N:4]([C:7]([O:9][CH2:10][C:11]2[CH:16]=[CH:15][CH:14]=[CH:13][CH:12]=2)=[O:8])[CH2:3]1. The reactants are [CH3:1][C:2]1([C:17]([O-:19])=[O:18])[CH2:6][CH2:5][N:4]([C:7]([O:9][CH2:10][C:11]2[CH:16]=[CH:15][CH:14]=[CH:13][CH:12]=2)=[O:8])[CH2:3]1.[CH3:20][Si]([N-][Si](C)(C)C)(C)C.[Li+].CI.[Cl-].[NH4+]. The yield is 0.750. (3) The reactants are Br[CH2:2][C@@H:3]1[CH2:7][C:6]([F:9])([F:8])[CH2:5][N:4]1[C:10]1[CH:15]=[CH:14][C:13]([N+:16]([O-])=O)=[C:12]([C:19]([F:22])([F:21])[F:20])[CH:11]=1. The catalyst is C(OCC)(=O)C.[Pd]. The product is [F:9][C:6]1([F:8])[CH2:5][N:4]([C:10]2[CH:15]=[CH:14][C:13]([NH2:16])=[C:12]([C:19]([F:20])([F:21])[F:22])[CH:11]=2)[C@H:3]([CH3:2])[CH2:7]1. The yield is 0.990. (4) The reactants are [CH:1]1[C:18]2[C:5](=[C:6]3[C:15](=[CH:16][CH:17]=2)[C:14]2[C:9](=[CH:10][CH:11]=[CH:12][CH:13]=2)[S:8](=[O:20])(=[O:19])[NH:7]3)[N:4]=[CH:3][CH:2]=1.[H-].[Na+].[CH3:23]I. The catalyst is C1COCC1. The product is [CH3:23][N:7]1[S:8](=[O:19])(=[O:20])[C:9]2[C:14](=[CH:13][CH:12]=[CH:11][CH:10]=2)[C:15]2[C:6]1=[C:5]1[C:18](=[CH:17][CH:16]=2)[CH:1]=[CH:2][CH:3]=[N:4]1. The yield is 0.520.